Dataset: Full USPTO retrosynthesis dataset with 1.9M reactions from patents (1976-2016). Task: Predict the reactants needed to synthesize the given product. Given the product [ClH:40].[O:1]1[C:10]2[CH:9]=[C:8]([CH2:11][NH:12][CH:20]3[CH2:25][CH2:24][N:23]([CH2:26][CH2:27][N:28]4[C:37]5[C:32](=[N:33][CH:34]=[C:35]([F:38])[CH:36]=5)[CH:31]=[CH:30][C:29]4=[O:39])[CH2:22][CH2:21]3)[N:7]=[CH:6][C:5]=2[O:4][CH2:3][CH2:2]1, predict the reactants needed to synthesize it. The reactants are: [O:1]1[C:10]2[CH:9]=[C:8]([CH2:11][N:12]([CH:20]3[CH2:25][CH2:24][N:23]([CH2:26][CH2:27][N:28]4[C:37]5[C:32](=[N:33][CH:34]=[C:35]([F:38])[CH:36]=5)[CH:31]=[CH:30][C:29]4=[O:39])[CH2:22][CH2:21]3)C(=O)OC(C)(C)C)[N:7]=[CH:6][C:5]=2[O:4][CH2:3][CH2:2]1.[ClH:40].C(O)C.